Dataset: Peptide-MHC class II binding affinity with 134,281 pairs from IEDB. Task: Regression. Given a peptide amino acid sequence and an MHC pseudo amino acid sequence, predict their binding affinity value. This is MHC class II binding data. The peptide sequence is HLKELIARNTWTLKKL. The MHC is DRB1_0701 with pseudo-sequence DRB1_0701. The binding affinity (normalized) is 0.0424.